Dataset: Catalyst prediction with 721,799 reactions and 888 catalyst types from USPTO. Task: Predict which catalyst facilitates the given reaction. (1) The catalyst class is: 16. Product: [Cl:1][C:2]1[CH:7]=[CH:6][CH:5]=[CH:4][C:3]=1[C@H:8]1[CH2:9][O:10][C@@H:11]([CH3:14])[CH2:12][N:13]1[C:16]1[N:17]=[CH:18][C:19]2[O:20][CH2:21][C:22](=[O:26])[NH:23][C:24]=2[N:25]=1. Reactant: [Cl:1][C:2]1[CH:7]=[CH:6][CH:5]=[CH:4][C:3]=1[C@H:8]1[NH:13][CH2:12][C@@H:11]([CH3:14])[O:10][CH2:9]1.Cl[C:16]1[N:17]=[CH:18][C:19]2[O:20][CH2:21][C:22](=[O:26])[NH:23][C:24]=2[N:25]=1. (2) Reactant: Cl[C:2]1[N:3]=[C:4]([NH:18][CH2:19][CH2:20][CH3:21])[C:5]2[N:6]=[C:7]([NH:16][CH3:17])[N:8]=[C:9]([NH:12][CH2:13][CH2:14][CH3:15])[C:10]=2[N:11]=1.[CH3:22][O:23][CH2:24][CH2:25][NH2:26].Cl.C(NC1N=C(NCCC)C2N=C(NCCC)N=C(NCCC)C=2N=1)CC. Product: [CH3:22][O:23][CH2:24][CH2:25][NH:26][C:2]1[N:3]=[C:4]([NH:18][CH2:19][CH2:20][CH3:21])[C:5]2[N:6]=[C:7]([NH:16][CH3:17])[N:8]=[C:9]([NH:12][CH2:13][CH2:14][CH3:15])[C:10]=2[N:11]=1. The catalyst class is: 51. (3) Reactant: [S:1]([N:9]1[CH:13]=[CH:12][N:11]=[CH:10]1)([N:4]1[CH:8]=[CH:7][N:6]=[CH:5]1)(=[O:3])=[O:2].[F:14][C:15]([F:22])([F:21])[S:16]([O:19]C)(=[O:18])=[O:17]. Product: [F:14][C:15]([F:22])([F:21])[S:16]([O-:19])(=[O:18])=[O:17].[N:4]1([S:1]([N:9]2[CH:13]=[CH:12][N+:11]([CH3:15])=[CH:10]2)(=[O:2])=[O:3])[CH:8]=[CH:7][N:6]=[CH:5]1. The catalyst class is: 2. (4) Reactant: [NH2:1][C:2]1[CH:9]=[CH:8][CH:7]=[CH:6][C:3]=1[C:4]#[N:5].C(=O)([O-])[O-].[K+].[K+].[CH3:16][O:17][C:18]1[CH:19]=[C:20]([CH:24]=[C:25]([O:29][CH3:30])[C:26]=1[O:27][CH3:28])[C:21](Cl)=[O:22]. Product: [C:4]([C:3]1[CH:6]=[CH:7][CH:8]=[CH:9][C:2]=1[NH:1][C:21](=[O:22])[C:20]1[CH:19]=[C:18]([O:17][CH3:16])[C:26]([O:27][CH3:28])=[C:25]([O:29][CH3:30])[CH:24]=1)#[N:5]. The catalyst class is: 28. (5) Reactant: S(S([O-])=O)([O-])=O.[Na+].[Na+].[Cl:9][C:10]1[CH:15]=[CH:14][C:13]([C:16]2[C:20]3[CH2:21][N:22]([C:25](=[O:27])[CH3:26])[CH2:23][CH2:24][C:19]=3[N:18]([CH2:28][CH:29]([OH:44])[CH2:30][N:31]3[CH2:36][CH2:35][N:34]([C:37]4[CH:42]=[CH:41][CH:40]=[CH:39][C:38]=4[CH3:43])[CH2:33][CH2:32]3)[N:17]=2)=[CH:12][C:11]=1[N+:45]([O-])=O.Cl.C(=O)(O)[O-].[Na+]. Product: [NH2:45][C:11]1[CH:12]=[C:13]([C:16]2[C:20]3[CH2:21][N:22]([C:25](=[O:27])[CH3:26])[CH2:23][CH2:24][C:19]=3[N:18]([CH2:28][CH:29]([OH:44])[CH2:30][N:31]3[CH2:32][CH2:33][N:34]([C:37]4[CH:42]=[CH:41][CH:40]=[CH:39][C:38]=4[CH3:43])[CH2:35][CH2:36]3)[N:17]=2)[CH:14]=[CH:15][C:10]=1[Cl:9]. The catalyst class is: 90. (6) Reactant: [Br:1][C:2]1[C:3]([O:16][CH3:17])=[C:4]([C:10]([CH:13](Br)Br)=[CH:11][CH:12]=1)[C:5]([O:7][CH2:8][CH3:9])=[O:6].C(=O)(O)[O-].[Na+].[Cl:23][C:24]1[CH:29]=[CH:28][C:27]([S:30]([O-:32])=[O:31])=[CH:26][CH:25]=1.[Na+]. Product: [Cl:23][C:24]1[CH:29]=[CH:28][C:27]([S:30]([CH2:13][C:10]2[C:4]([C:5]([O:7][CH2:8][CH3:9])=[O:6])=[C:3]([O:16][CH3:17])[C:2]([Br:1])=[CH:12][CH:11]=2)(=[O:32])=[O:31])=[CH:26][CH:25]=1. The catalyst class is: 287. (7) Reactant: [F:1][C:2]1[CH:10]=[C:9]([F:11])[CH:8]=[CH:7][C:3]=1[C:4](Cl)=[O:5].Cl.[NH:13]1[CH2:18][CH2:17][CH:16]([CH2:19][CH:20]([N:24]2[CH:28]=[C:27]([C:29]3[C:30]4[CH:37]=[CH:36][N:35](COCC[Si](C)(C)C)[C:31]=4[N:32]=[CH:33][N:34]=3)[CH:26]=[N:25]2)[CH2:21][C:22]#[N:23])[CH2:15][CH2:14]1.C(N(CC)CC)C.C(Cl)Cl.FC(F)(F)C(O)=O.C(N)CN. Product: [F:1][C:2]1[CH:10]=[C:9]([F:11])[CH:8]=[CH:7][C:3]=1[C:4]([N:13]1[CH2:18][CH2:17][CH:16]([CH2:19][CH:20]([N:24]2[CH:28]=[C:27]([C:29]3[C:30]4[CH:37]=[CH:36][NH:35][C:31]=4[N:32]=[CH:33][N:34]=3)[CH:26]=[N:25]2)[CH2:21][C:22]#[N:23])[CH2:15][CH2:14]1)=[O:5]. The catalyst class is: 382. (8) Reactant: [NH2:1][C:2]1[N:10]=[CH:9][CH:8]=[CH:7][C:3]=1[C:4]([OH:6])=[O:5].CN(C=O)C.[Cl:16][C:17]1[CH:18]=[N:19][CH:20]=[C:21]([CH:25]=1)[C:22](Cl)=[O:23]. Product: [Cl:16][C:17]1[CH:18]=[N:19][CH:20]=[C:21]([CH:25]=1)[C:22]([NH:1][C:2]1[N:10]=[CH:9][CH:8]=[CH:7][C:3]=1[C:4]([OH:6])=[O:5])=[O:23]. The catalyst class is: 1.